This data is from Full USPTO retrosynthesis dataset with 1.9M reactions from patents (1976-2016). The task is: Predict the reactants needed to synthesize the given product. (1) Given the product [NH2:2][CH2:1][C:3]1[C:4]([CH2:21][CH:22]([CH3:24])[CH3:23])=[N:5][C:6]([CH3:20])=[C:7]([C:12]=1[C:13]1[CH:14]=[CH:15][C:16]([CH3:19])=[CH:17][CH:18]=1)[C:8]([O:10][CH3:11])=[O:9], predict the reactants needed to synthesize it. The reactants are: [C:1]([C:3]1[C:4]([CH2:21][CH:22]([CH3:24])[CH3:23])=[N:5][C:6]([CH3:20])=[C:7]([C:12]=1[C:13]1[CH:18]=[CH:17][C:16]([CH3:19])=[CH:15][CH:14]=1)[C:8]([O:10][CH3:11])=[O:9])#[N:2].N.O1CCCC1. (2) Given the product [CH2:1]([O:5][C:6]1[CH:11]=[C:10]([O:12][C:13]2[CH:18]=[CH:17][C:16]([C:19]([F:20])([F:21])[F:22])=[CH:15][N:14]=2)[CH:9]=[CH:8][C:7]=1[CH2:23][CH2:24][CH2:25][OH:26])[CH:2]([CH3:4])[CH3:3], predict the reactants needed to synthesize it. The reactants are: [CH2:1]([O:5][C:6]1[CH:11]=[C:10]([O:12][C:13]2[CH:18]=[CH:17][C:16]([C:19]([F:22])([F:21])[F:20])=[CH:15][N:14]=2)[CH:9]=[CH:8][C:7]=1[CH2:23][CH2:24][C:25](OCC)=[O:26])[CH:2]([CH3:4])[CH3:3].[H-].[Al+3].[Li+].[H-].[H-].[H-].O.O.O.O.O.O.O.O.O.O.S([O-])([O-])(=O)=O.[Na+].[Na+]. (3) Given the product [C:35]([N:38]1[C:47]2[C:42](=[CH:43][C:44]([C:48]([OH:50])=[O:49])=[CH:45][CH:46]=2)[CH:41]([NH:53][C:20]2[CH:21]=[CH:16][CH:15]=[C:10]([CH3:11])[N:8]=2)[CH:40]([CH3:54])[CH:39]1[CH:55]1[CH2:56][CH2:57]1)(=[O:37])[CH3:36], predict the reactants needed to synthesize it. The reactants are: CC(C)([O-])C.[Na+].C[N:8]([C:10]1[C:15]([C:16]2[C:21](P(C3CCCCC3)C3CCCCC3)=[CH:20]C=CC=2)=CC=C[CH:11]=1)C.[C:35]([N:38]1[C:47]2[C:42](=[CH:43][C:44]([C:48]([O:50]CC)=[O:49])=[CH:45][CH:46]=2)[CH:41]([NH2:53])[CH:40]([CH3:54])[CH:39]1[CH:55]1[CH2:57][CH2:56]1)(=[O:37])[CH3:36].BrC1C=CC=C(C)N=1. (4) Given the product [Br:24][C:8]1[N:7]=[C:6]2[N:2]([CH3:1])[N:3]=[C:4]([C:16]3[CH:21]=[CH:20][CH:19]=[CH:18][CH:17]=3)[C:5]2=[C:10]([C:11]([F:14])([F:13])[F:12])[CH:9]=1, predict the reactants needed to synthesize it. The reactants are: [CH3:1][N:2]1[C:6]2[NH:7][C:8](=O)[CH:9]=[C:10]([C:11]([F:14])([F:13])[F:12])[C:5]=2[C:4]([C:16]2[CH:21]=[CH:20][CH:19]=[CH:18][CH:17]=2)=[N:3]1.P(Br)(Br)([Br:24])=O. (5) Given the product [C:49]([O:48][C:47](=[O:53])[NH:46][C@H:43]1[CH2:42][CH2:41][C@H:40]([NH:39][C:36]([C:24]2[C:20]3[N:21]=[CH:22][N:23]=[C:18]([C:7]4[CH:8]=[C:9]([C:12]5([CH3:17])[O:13][CH2:14][CH2:15][O:16]5)[CH:10]=[CH:11][C:6]=4[O:5][CH2:4][CH:1]4[CH2:3][CH2:2]4)[C:19]=3[N:26]([CH2:27][O:28][CH2:29][CH2:30][Si:31]([CH3:33])([CH3:32])[CH3:34])[C:25]=2[CH3:35])=[O:38])[CH2:45][CH2:44]1)([CH3:52])([CH3:50])[CH3:51], predict the reactants needed to synthesize it. The reactants are: [CH:1]1([CH2:4][O:5][C:6]2[CH:11]=[CH:10][C:9]([C:12]3([CH3:17])[O:16][CH2:15][CH2:14][O:13]3)=[CH:8][C:7]=2[C:18]2[C:19]3[N:26]([CH2:27][O:28][CH2:29][CH2:30][Si:31]([CH3:34])([CH3:33])[CH3:32])[C:25]([CH3:35])=[C:24]([C:36]([OH:38])=O)[C:20]=3[N:21]=[CH:22][N:23]=2)[CH2:3][CH2:2]1.[NH2:39][C@H:40]1[CH2:45][CH2:44][C@H:43]([NH:46][C:47](=[O:53])[O:48][C:49]([CH3:52])([CH3:51])[CH3:50])[CH2:42][CH2:41]1. (6) Given the product [Br:9][C:5]1[CH:6]=[C:7]2[C:2](=[N:3][CH:4]=1)[NH:1][CH:11]=[CH:10]2, predict the reactants needed to synthesize it. The reactants are: [NH2:1][C:2]1[C:7](I)=[CH:6][C:5]([Br:9])=[CH:4][N:3]=1.[CH2:10](N(CC)CC)[CH3:11].CC(C)(O)C#C. (7) Given the product [CH3:41][C:10]1([N:12]([CH3:47])[C:13]2[C:26]([C:27]([F:29])([F:28])[F:30])=[CH:25][C:24]3[O:23][CH2:22][C:21]4=[N:20][N:19]([CH2:31][O:32][CH2:33][CH2:34][Si:35]([CH3:36])([CH3:37])[CH3:38])[C:18](=[O:39])[CH:17]([CH3:40])[N:16]4[C:15]=3[CH:14]=2)[CH2:9][N:8]([C:6]([O:5][C:1]([CH3:4])([CH3:3])[CH3:2])=[O:7])[CH2:11]1, predict the reactants needed to synthesize it. The reactants are: [C:1]([O:5][C:6]([N:8]1[CH2:11][C:10]([CH3:41])([NH:12][C:13]2[CH:14]=[C:15]3[C:24](=[CH:25][C:26]=2[C:27]([F:30])([F:29])[F:28])[O:23][CH2:22][C:21]2[N:16]3[CH:17]([CH3:40])[C:18](=[O:39])[N:19]([CH2:31][O:32][CH2:33][CH2:34][Si:35]([CH3:38])([CH3:37])[CH3:36])[N:20]=2)[CH2:9]1)=[O:7])([CH3:4])([CH3:3])[CH3:2].C=O.CO.[BH3-][C:47]#N.[Na+]. (8) The reactants are: [CH3:1][O:2][C:3](=[O:16])[C:4]1[CH:9]=[CH:8][C:7]([O:10][CH2:11][C:12]([CH3:14])=[CH2:13])=[C:6](I)[CH:5]=1.C(=O)([O-])[O-].[K+].[K+].[C:23]1(B(O)O)[CH:28]=[CH:27][CH:26]=[CH:25][CH:24]=1. Given the product [CH3:1][O:2][C:3]([C:4]1[CH:9]=[CH:8][C:7]2[O:10][CH2:11][C:12]([CH2:14][C:23]3[CH:28]=[CH:27][CH:26]=[CH:25][CH:24]=3)([CH3:13])[C:6]=2[CH:5]=1)=[O:16], predict the reactants needed to synthesize it. (9) Given the product [CH2:1]([O:8][C:9]1[CH:10]=[C:11]2[C:16](=[CH:17][C:18]=1[O:19][CH3:20])[CH:15](/[CH:21]=[CH:51]/[C:50]1[C:45]([N:44]([CH3:53])[CH3:43])=[N:46][CH:47]=[CH:48][CH:49]=1)[NH:14][CH2:13][CH2:12]2)[C:2]1[CH:7]=[CH:6][CH:5]=[CH:4][CH:3]=1, predict the reactants needed to synthesize it. The reactants are: [CH2:1]([O:8][C:9]1[CH:10]=[C:11]2[C:16](=[CH:17][C:18]=1[O:19][CH3:20])[CH:15]([CH2:21]S(C1N(C3C=CC=CC=3)N=NN=1)(=O)=O)[N:14](C(OC(C)(C)C)=O)[CH2:13][CH2:12]2)[C:2]1[CH:7]=[CH:6][CH:5]=[CH:4][CH:3]=1.[CH3:43][N:44]([CH3:53])[C:45]1[C:50]([CH:51]=O)=[CH:49][CH:48]=[CH:47][N:46]=1.C[Si]([N-][Si](C)(C)C)(C)C.[Li+].